This data is from Full USPTO retrosynthesis dataset with 1.9M reactions from patents (1976-2016). The task is: Predict the reactants needed to synthesize the given product. (1) The reactants are: Br[C:2]1[CH:11]=[CH:10][C:5]([C:6]([O:8][CH3:9])=[O:7])=[C:4]([OH:12])[CH:3]=1.C1(P(C2CCCCC2)[C:20]2C=CC=C[C:21]=2[C:26]2C(OC)=CC=CC=2OC)CCCCC1.C1(B(O)O)CC1.C(=O)([O-])[O-].[Na+].[Na+]. Given the product [CH:26]1([C:2]2[CH:11]=[CH:10][C:5]([C:6]([O:8][CH3:9])=[O:7])=[C:4]([OH:12])[CH:3]=2)[CH2:21][CH2:20]1, predict the reactants needed to synthesize it. (2) Given the product [Br:1][C:2]1[S:3][C:4]([CH2:7][NH:9][C:10]2[S:11][CH:12]=[CH:13][N:14]=2)=[CH:5][N:6]=1, predict the reactants needed to synthesize it. The reactants are: [Br:1][C:2]1[S:3][C:4]([CH:7]=O)=[CH:5][N:6]=1.[NH2:9][C:10]1[S:11][CH:12]=[CH:13][N:14]=1.[BH4-].[Na+]. (3) The reactants are: [F:1][C:2]1[CH:9]=[C:8]([C:10]#[C:11]C(O)(C)C)[CH:7]=[CH:6][C:3]=1[C:4]#[N:5].[H-].[Na+]. Given the product [C:10]([C:8]1[CH:7]=[CH:6][C:3]([C:4]#[N:5])=[C:2]([F:1])[CH:9]=1)#[CH:11], predict the reactants needed to synthesize it. (4) Given the product [Br:1][C:2]1[CH:3]=[C:4]([N+:12]([O-:14])=[O:13])[C:5]([CH3:11])=[C:6]([CH:10]=1)[C:7]([O:9][CH3:15])=[O:8], predict the reactants needed to synthesize it. The reactants are: [Br:1][C:2]1[CH:3]=[C:4]([N+:12]([O-:14])=[O:13])[C:5]([CH3:11])=[C:6]([CH:10]=1)[C:7]([OH:9])=[O:8].[C:15]([O-])([O-])=O.[Na+].[Na+].IC. (5) Given the product [NH2:1][C:2]1[C:11]2[N:12]=[C:13]([CH2:28][O:29][CH2:30][CH3:31])[N:14]([CH2:15][C:16]([NH:19][C:20]([CH:22]3[CH2:27][CH2:26][CH2:25][CH2:24][CH2:23]3)=[O:21])([CH3:17])[CH3:18])[C:10]=2[C:9]2[CH:8]=[C:7]([OH:32])[CH:6]=[CH:5][C:4]=2[N:3]=1, predict the reactants needed to synthesize it. The reactants are: [NH2:1][C:2]1[C:11]2[N:12]=[C:13]([CH2:28][O:29][CH2:30][CH3:31])[N:14]([CH2:15][C:16]([NH:19][C:20]([CH:22]3[CH2:27][CH2:26][CH2:25][CH2:24][CH2:23]3)=[O:21])([CH3:18])[CH3:17])[C:10]=2[C:9]2[CH:8]=[C:7]([O:32]CC3C=CC=CC=3)[CH:6]=[CH:5][C:4]=2[N:3]=1.[H][H]. (6) Given the product [C:13]([O:19][CH2:20][N:1]1[C:9]2[C:4](=[C:5]([B:10]([OH:12])[OH:11])[CH:6]=[CH:7][CH:8]=2)[CH:3]=[N:2]1)(=[O:18])[C:14]([CH3:17])([CH3:16])[CH3:15], predict the reactants needed to synthesize it. The reactants are: [NH:1]1[C:9]2[C:4](=[C:5]([B:10]([OH:12])[OH:11])[CH:6]=[CH:7][CH:8]=2)[CH:3]=[N:2]1.[C:13]([O:19][CH2:20]Cl)(=[O:18])[C:14]([CH3:17])([CH3:16])[CH3:15].C([O-])([O-])=O.[K+].[K+]. (7) Given the product [Cl:9][C:4]1[S:5][C:6]([Cl:8])=[CH:7][C:3]=1[CH2:2][S:17][C:15]1[N:14]=[C:13]([OH:18])[CH:12]=[C:11]([CH3:10])[N:16]=1, predict the reactants needed to synthesize it. The reactants are: Br[CH2:2][C:3]1[CH:7]=[C:6]([Cl:8])[S:5][C:4]=1[Cl:9].[CH3:10][C:11]1[N:16]=[C:15]([SH:17])[N:14]=[C:13]([OH:18])[CH:12]=1.C(N(CC)CC)C.